Dataset: Forward reaction prediction with 1.9M reactions from USPTO patents (1976-2016). Task: Predict the product of the given reaction. The product is: [I-:18].[CH:24]1([CH2:23][CH2:22][CH2:21][CH2:20][CH2:19][N+:17]2[C:16]3[C:11](=[CH:12][CH:13]=[CH:14][CH:15]=3)[CH:30]=[C:7]([C:1]3[CH:6]=[CH:5][CH:4]=[CH:3][CH:2]=3)[CH:8]=2)[CH2:29][CH2:28][CH2:27][CH2:26][CH2:25]1. Given the reactants [C:1]1([NH:7][C:8]2C=N[C:11]3[C:16]([CH:17]=2)=[CH:15][CH:14]=[CH:13][CH:12]=3)[CH:6]=[CH:5][CH:4]=[CH:3][CH:2]=1.[I:18][CH2:19][CH2:20][CH2:21][CH2:22][CH2:23][C:24]1[CH:29]=[CH:28][CH:27]=[CH:26][CH:25]=1.[CH3:30]COCC, predict the reaction product.